Dataset: Reaction yield outcomes from USPTO patents with 853,638 reactions. Task: Predict the reaction yield, written as a fraction of the theoretical maximum amount of product (1.0 means a 100% yield; for example, 0.34 means a 34% yield). (1) The reactants are [NH:1]1[CH2:4][CH:3]([C:5]([N:7]2[CH2:11][CH2:10][C@H:9]([N:12]([CH3:14])[CH3:13])[CH2:8]2)=[O:6])[CH2:2]1.[F:15][C:16]1[CH:24]=[CH:23][C:22]([CH:25]=[O:26])=[CH:21][C:17]=1[C:18](O)=[O:19].F[P-](F)(F)(F)(F)F.N1(OC(N(C)C)=[N+](C)C)C2C=CC=CC=2N=N1.C(N(CC)C(C)C)(C)C. No catalyst specified. The product is [CH3:13][N:12]([CH3:14])[C@H:9]1[CH2:10][CH2:11][N:7]([C:5]([CH:3]2[CH2:4][N:1]([C:18]([C:17]3[CH:21]=[C:22]([CH:23]=[CH:24][C:16]=3[F:15])[CH:25]=[O:26])=[O:19])[CH2:2]2)=[O:6])[CH2:8]1. The yield is 0.420. (2) The reactants are [O:1]1[CH2:6][CH2:5][N:4]([C:7]([C:9]2[CH:17]=[CH:16][C:12]([C:13]([OH:15])=O)=[CH:11][CH:10]=2)=[O:8])[CH2:3][CH2:2]1.C(N1C=CN=C1)([N:20]1C=CN=C1)=O.N[C@H]1C[C:35]([N:37]2[CH2:42][CH2:41][N:40](C)[CH2:39][CH2:38]2)=COC1.[O:44]1[C:49]2[CH:50]=[CH:51][CH:52]=[CH:53][C:48]=2[CH:47]=[CH:46][CH2:45]1. The catalyst is CN(C)C=O. The product is [CH3:35][N:37]1[CH2:42][CH2:41][N:40]([C:53]2[C:48]3[CH2:47][C@H:46]([NH:20][C:13](=[O:15])[C:12]4[CH:11]=[CH:10][C:9]([C:7]([N:4]5[CH2:3][CH2:2][O:1][CH2:6][CH2:5]5)=[O:8])=[CH:17][CH:16]=4)[CH2:45][O:44][C:49]=3[CH:50]=[CH:51][CH:52]=2)[CH2:39][CH2:38]1. The yield is 0.530.